From a dataset of Retrosynthesis with 50K atom-mapped reactions and 10 reaction types from USPTO. Predict the reactants needed to synthesize the given product. Given the product CC(C)[C@@H](CO)NC(=O)C1(NC(=O)c2ccco2)CCCCC1, predict the reactants needed to synthesize it. The reactants are: CC(C)[C@H](NC(=O)C1(NC(=O)c2ccco2)CCCCC1)C(=O)O.